The task is: Regression/Classification. Given a drug SMILES string, predict its toxicity properties. Task type varies by dataset: regression for continuous values (e.g., LD50, hERG inhibition percentage) or binary classification for toxic/non-toxic outcomes (e.g., AMES mutagenicity, cardiotoxicity, hepatotoxicity). Dataset: herg_karim.. This data is from hERG potassium channel inhibition data for cardiac toxicity prediction from Karim et al.. The drug is Cl.Nc1ncc(-c2cnn(C3CCNCC3)c2)cc1-c1nc2ccccc2o1. The result is 1 (blocker).